Task: Predict the product of the given reaction.. Dataset: Forward reaction prediction with 1.9M reactions from USPTO patents (1976-2016) (1) Given the reactants [C:1]([O:6]CC)(=O)[CH:2]=[N:3][OH:4].[F:9][C:10]1([F:20])[CH2:16][CH2:15][CH2:14][N:13]([CH2:17][CH2:18][NH2:19])[CH2:12][CH2:11]1, predict the reaction product. The product is: [F:20][C:10]1([F:9])[CH2:16][CH2:15][CH2:14][N:13]([CH2:17][CH2:18][NH:19][C:1](=[O:6])[CH:2]=[N:3][OH:4])[CH2:12][CH2:11]1. (2) The product is: [Br:1][C:2]1[CH:7]=[C:6]([N+:15]([O-:17])=[O:16])[C:5]([F:8])=[CH:4][C:3]=1[F:9]. Given the reactants [Br:1][C:2]1[CH:7]=[CH:6][C:5]([F:8])=[CH:4][C:3]=1[F:9].OS(O)(=O)=O.[N+:15]([O-])([OH:17])=[O:16], predict the reaction product.